From a dataset of Full USPTO retrosynthesis dataset with 1.9M reactions from patents (1976-2016). Predict the reactants needed to synthesize the given product. (1) The reactants are: [CH2:1]1[O:3][CH:2]1[CH2:4][OH:5].[C:6](OC(C)(C)C)(=[O:11])[CH2:7][C:8]([CH3:10])=[O:9]. Given the product [C:6]([O:5][CH2:4][CH:2]1[O:3][CH2:1]1)(=[O:11])[CH2:7][C:8]([CH3:10])=[O:9], predict the reactants needed to synthesize it. (2) Given the product [Cl:8][C:7]1[C:2]([Cl:1])=[CH:3][C:4]([OH:9])=[C:5]([N+:15]([O-:17])=[O:16])[CH:6]=1, predict the reactants needed to synthesize it. The reactants are: [Cl:1][C:2]1[CH:3]=[C:4]([OH:9])[CH:5]=[CH:6][C:7]=1[Cl:8].S(=O)(=O)(O)O.[N+:15]([O-])([OH:17])=[O:16]. (3) Given the product [CH3:1][C@H:2]1[CH2:3][O:4][CH2:5][CH2:6][N:7]1[CH2:8][C:9]1[CH:14]=[CH:13][CH:12]=[CH:11][CH:10]=1, predict the reactants needed to synthesize it. The reactants are: [CH3:1][C@@H:2]1[N:7]([CH2:8][C:9]2[CH:14]=[CH:13][CH:12]=[CH:11][CH:10]=2)[C:6](=O)[CH2:5][O:4][CH2:3]1.COCCO[AlH2-]OCCOC.[Na+]. (4) The reactants are: [O:1]1[C:5]2[CH:6]=[C:7]([OH:10])[CH:8]=[CH:9][C:4]=2[CH2:3][CH2:2]1.CC1C=C(O)C=CC=1C.[O:20]1[CH2:24][CH2:23][CH2:22][C@@H:21]1[CH2:25][N:26]1[C:34]2[CH:33]=[C:32]3[O:35][CH2:36][CH2:37][O:38][C:31]3=[CH:30][C:29]=2[C:28](=[O:39])[C:27]1=[O:40].C1(C(C2C=CC=CC=2)N2C3C(=CC=CC=3)C(=O)C2=O)C=CC=CC=1. Given the product [OH:39][C:28]1([C:8]2[C:7]([OH:10])=[CH:6][C:5]3[O:1][CH2:2][CH2:3][C:4]=3[CH:9]=2)[C:29]2[CH:30]=[C:31]3[O:38][CH2:37][CH2:36][O:35][C:32]3=[CH:33][C:34]=2[N:26]([CH2:25][C@H:21]2[CH2:22][CH2:23][CH2:24][O:20]2)[C:27]1=[O:40], predict the reactants needed to synthesize it. (5) Given the product [CH3:26][O:25][C:20]1[CH:21]=[CH:22][CH:23]=[CH:24][C:19]=1[C:17]1[N:29]=[N:28][C:2]2[CH2:3][CH2:4][CH2:5][CH2:6][CH2:7][C:1]=2[CH:16]=1, predict the reactants needed to synthesize it. The reactants are: [C:1]1(=O)[CH2:7][CH2:6][CH2:5][CH2:4][CH2:3][C:2]1=O.COP([CH2:16][C:17]([C:19]1[CH:24]=[CH:23][CH:22]=[CH:21][C:20]=1[O:25][CH3:26])=O)(=O)OC.O.[NH2:28][NH2:29]. (6) Given the product [CH3:6][C:5]1[N:22]([C:23]2[CH:24]=[C:25]([C:29]3[O:30][CH:31]=[CH:32][C:33]=3[C:34]([O:36][CH2:37][CH3:38])=[O:35])[CH:26]=[CH:27][CH:28]=2)[CH2:2][CH2:3][N:4]=1, predict the reactants needed to synthesize it. The reactants are: Cl[CH2:2][CH2:3][NH:4][C:5](=O)[CH3:6].P(Cl)(Cl)(Cl)(Cl)Cl.C1(C)C=CC=CC=1.Cl.[NH2:22][C:23]1[CH:24]=[C:25]([C:29]2[O:30][CH:31]=[CH:32][C:33]=2[C:34]([O:36][CH2:37][CH3:38])=[O:35])[CH:26]=[CH:27][CH:28]=1.